Dataset: Catalyst prediction with 721,799 reactions and 888 catalyst types from USPTO. Task: Predict which catalyst facilitates the given reaction. Reactant: [F:1][C:2]1[CH:7]=[CH:6][CH:5]=[C:4]([OH:8])[C:3]=1[C:9]1[N:18]=[C:17]([N:19]2[CH2:24][CH2:23][CH2:22][C@@H:21]([CH2:25][NH:26][C:27](=[O:29])[O-:28])[CH2:20]2)[C:16]2[C:11](=[CH:12][C:13]([CH3:30])=[CH:14][CH:15]=2)[N:10]=1.[ClH:31].[CH3:32][CH2:33][O:34][CH2:35]C. Product: [ClH:31].[CH3:35][O:34][CH2:33][CH2:32][N:26]([CH2:25][C@H:21]1[CH2:22][CH2:23][CH2:24][N:19]([C:17]2[C:16]3[C:11](=[CH:12][C:13]([CH3:30])=[CH:14][CH:15]=3)[N:10]=[C:9]([C:3]3[C:4]([OH:8])=[CH:5][CH:6]=[CH:7][C:2]=3[F:1])[N:18]=2)[CH2:20]1)[C:27](=[O:28])[OH:29]. The catalyst class is: 2.